From a dataset of Forward reaction prediction with 1.9M reactions from USPTO patents (1976-2016). Predict the product of the given reaction. (1) Given the reactants Br[C:2]1[CH:3]=[C:4]([N:8]2[C:16]3[C:11](=[CH:12][CH:13]=[CH:14][C:15]=3[O:17][CH3:18])[C:10]([C:19]([O:21][CH3:22])=[O:20])=[N:9]2)[CH:5]=[CH:6][CH:7]=1.[C:23]([C@:25]1([OH:32])[CH2:29][CH2:28][N:27]([CH3:30])[C:26]1=[O:31])#[CH:24], predict the reaction product. The product is: [OH:32][C@@:25]1([C:23]#[C:24][C:2]2[CH:3]=[C:4]([N:8]3[C:16]4[C:11](=[CH:12][CH:13]=[CH:14][C:15]=4[O:17][CH3:18])[C:10]([C:19]([O:21][CH3:22])=[O:20])=[N:9]3)[CH:5]=[CH:6][CH:7]=2)[CH2:29][CH2:28][N:27]([CH3:30])[C:26]1=[O:31]. (2) Given the reactants [C:1](Cl)(=[O:3])[CH3:2].[NH2:5][C:6]1[CH:7]=[CH:8][C:9]([O:16][CH:17]([F:19])[F:18])=[C:10]([CH:15]=1)[C:11]([O:13][CH3:14])=[O:12], predict the reaction product. The product is: [C:1]([NH:5][C:6]1[CH:7]=[CH:8][C:9]([O:16][CH:17]([F:18])[F:19])=[C:10]([CH:15]=1)[C:11]([O:13][CH3:14])=[O:12])(=[O:3])[CH3:2].